Dataset: Full USPTO retrosynthesis dataset with 1.9M reactions from patents (1976-2016). Task: Predict the reactants needed to synthesize the given product. (1) The reactants are: [F:1][C:2]([C:5]1[O:9][N:8]=[C:7]([C:10]2[S:14][C:13]([S:15]([OH:18])(=O)=[O:16])=[CH:12][CH:11]=2)[CH:6]=1)([F:4])[CH3:3].CN(C)C=O.S(Cl)([Cl:26])=O. Given the product [F:1][C:2]([C:5]1[O:9][N:8]=[C:7]([C:10]2[S:14][C:13]([S:15]([Cl:26])(=[O:18])=[O:16])=[CH:12][CH:11]=2)[CH:6]=1)([F:4])[CH3:3], predict the reactants needed to synthesize it. (2) Given the product [F:28][C:26]1[CH:27]=[C:22]([CH:23]=[C:24]([F:29])[CH:25]=1)[CH2:21][C:18]1[CH:19]=[C:20]2[C:15](=[CH:16][CH:17]=1)[NH:14][N:13]=[C:12]2[NH:11][C:9](=[O:10])[C:8]1[CH:30]=[CH:31][C:32]([N:34]2[CH2:35][CH2:36][N:37]([CH3:40])[CH2:38][CH2:39]2)=[CH:33][C:7]=1[NH:6][CH2:5][CH:3]1[CH2:2][N:1]([CH3:44])[CH2:4]1, predict the reactants needed to synthesize it. The reactants are: [NH:1]1[CH2:4][CH:3]([CH2:5][NH:6][C:7]2[CH:33]=[C:32]([N:34]3[CH2:39][CH2:38][N:37]([CH3:40])[CH2:36][CH2:35]3)[CH:31]=[CH:30][C:8]=2[C:9]([NH:11][C:12]2[C:20]3[C:15](=[CH:16][CH:17]=[C:18]([CH2:21][C:22]4[CH:27]=[C:26]([F:28])[CH:25]=[C:24]([F:29])[CH:23]=4)[CH:19]=3)[NH:14][N:13]=2)=[O:10])[CH2:2]1.C=O.O.[C:44](O[BH-](OC(=O)C)OC(=O)C)(=O)C.[Na+]. (3) Given the product [Cl:20][C:21]1[N:26]=[C:25]([C:16]2[S:15][C:14]([N:13]([C:10]3[CH:9]=[CH:8][C:7]([F:6])=[CH:12][CH:11]=3)[CH3:19])=[N:18][CH:17]=2)[C:24]([F:27])=[CH:23][N:22]=1, predict the reactants needed to synthesize it. The reactants are: [Li]C(C)(C)C.[F:6][C:7]1[CH:12]=[CH:11][C:10]([N:13]([CH3:19])[C:14]2[S:15][CH:16]=[CH:17][N:18]=2)=[CH:9][CH:8]=1.[Cl:20][C:21]1[N:26]=[CH:25][C:24]([F:27])=[CH:23][N:22]=1.ClC1C(=O)C(C#N)=C(C#N)C(=O)C=1Cl.[OH-].[Na+]. (4) Given the product [Mg:1].[CH3:2][C@@H:3]1[C@@H:17]2[C:12](=[C:13]([OH:32])[C@:14]3([OH:31])[C:22](=[O:23])[C:21]([C:24]([NH2:26])=[O:25])=[C:20]([OH:27])[C@@H:19]([N:28]([CH3:29])[CH3:30])[C@@H:15]3[C@H:16]2[OH:18])[C:10](=[O:11])[C:9]2[C:8]([OH:33])=[CH:7][CH:6]=[CH:5][C:4]1=2, predict the reactants needed to synthesize it. The reactants are: [Mg:1].[CH3:2][C@@H:3]1[C@@H:17]2[C:12](=[C:13]([OH:32])[C@:14]3([OH:31])[C:22](=[O:23])[C:21]([C:24]([NH2:26])=[O:25])=[C:20]([OH:27])[C@@H:19]([N:28]([CH3:30])[CH3:29])[C@@H:15]3[C@H:16]2[OH:18])[C:10](=[O:11])[C:9]2[C:8]([OH:33])=[CH:7][CH:6]=[CH:5][C:4]1=2.